Dataset: Reaction yield outcomes from USPTO patents with 853,638 reactions. Task: Predict the reaction yield, written as a fraction of the theoretical maximum amount of product (1.0 means a 100% yield; for example, 0.34 means a 34% yield). (1) The reactants are [Cl-].O[NH3+:3].[C:4](=[O:7])([O-])[OH:5].[Na+].CS(C)=O.[CH3:13][C:14]1([CH3:50])[CH2:19][CH:18]([N:20]2[C:25](=[O:26])[C:24]([CH2:27][C:28]3[CH:33]=[CH:32][C:31]([C:34]4[C:35]([C:40]#[N:41])=[CH:36][CH:37]=[CH:38][CH:39]=4)=[CH:30][C:29]=3[F:42])=[C:23]([CH2:43][CH2:44][CH3:45])[N:22]3[N:46]=[C:47]([CH3:49])[N:48]=[C:21]23)[CH2:17][CH2:16][O:15]1. The catalyst is C(OCC)(=O)C. The product is [CH3:50][C:14]1([CH3:13])[CH2:19][CH:18]([N:20]2[C:25](=[O:26])[C:24]([CH2:27][C:28]3[CH:33]=[CH:32][C:31]([C:34]4[CH:39]=[CH:38][CH:37]=[CH:36][C:35]=4[C:40]4[NH:3][C:4](=[O:7])[O:5][N:41]=4)=[CH:30][C:29]=3[F:42])=[C:23]([CH2:43][CH2:44][CH3:45])[N:22]3[N:46]=[C:47]([CH3:49])[N:48]=[C:21]23)[CH2:17][CH2:16][O:15]1. The yield is 0.620. (2) The reactants are [OH:1][CH2:2][CH:3]([N:5]1[C:13](=[O:14])[C:12]2[C:7](=[CH:8][CH:9]=[CH:10][CH:11]=2)[C:6]1=[O:15])[CH3:4].C1(P(C2C=CC=CC=2)C2C=CC=CC=2)C=CC=CC=1.[CH2:35]([C:37]1[CH:42]=[CH:41][CH:40]=[CH:39][C:38]=1O)[CH3:36].N(C(OCC)=O)=NC(OCC)=O. The catalyst is O1CCCC1. The product is [CH2:35]([C:37]1[CH:42]=[CH:41][CH:40]=[CH:39][C:38]=1[O:1][CH2:2][CH:3]([N:5]1[C:13](=[O:14])[C:12]2[C:7](=[CH:8][CH:9]=[CH:10][CH:11]=2)[C:6]1=[O:15])[CH3:4])[CH3:36]. The yield is 0.400.